From a dataset of CYP1A2 inhibition data for predicting drug metabolism from PubChem BioAssay. Regression/Classification. Given a drug SMILES string, predict its absorption, distribution, metabolism, or excretion properties. Task type varies by dataset: regression for continuous measurements (e.g., permeability, clearance, half-life) or binary classification for categorical outcomes (e.g., BBB penetration, CYP inhibition). Dataset: cyp1a2_veith. (1) The compound is CC(C)NC(=O)N1CC[C@@]2(CCCN(C(=O)c3cc(C(F)(F)F)cc(C(F)(F)F)c3)C2)C1. The result is 0 (non-inhibitor). (2) The drug is COc1ncc2nc(-c3ccc(Cl)cc3)c(=O)n(C)c2n1. The result is 1 (inhibitor). (3) The compound is O=C(Nc1nc2ccccc2s1)C1COc2ccccc2O1. The result is 1 (inhibitor). (4) The drug is C[C@]12CC[C@H]3c4ccc(OC[C@H]5CO5)cc4CC[C@H]3[C@H]1CC[C@@H]2O. The result is 0 (non-inhibitor). (5) The molecule is Cc1cc2c(C(F)(F)F)cc(=O)oc2c2c1NCCC2. The result is 1 (inhibitor). (6) The molecule is COCCCNCC(=O)c1c(N)n(Cc2ccccc2)c(=O)n(C)c1=O.O=C(O)C(=O)O. The result is 0 (non-inhibitor).